Dataset: Retrosynthesis with 50K atom-mapped reactions and 10 reaction types from USPTO. Task: Predict the reactants needed to synthesize the given product. (1) Given the product CCOc1c(C(F)(F)F)cc(N)cc1C(F)(F)F, predict the reactants needed to synthesize it. The reactants are: CCOc1c(C(F)(F)F)cc([N+](=O)[O-])cc1C(F)(F)F. (2) Given the product CCCCC1(CC)CN(c2ccccc2)c2cc(Br)c(OCCC(=O)N[C@@H](C(=O)O)c3ccccc3)cc2S(=O)(=O)C1, predict the reactants needed to synthesize it. The reactants are: CCCCC1(CC)CN(c2ccccc2)c2cc(Br)c(OCCC(=O)N[C@@H](C(=O)OC(C)(C)C)c3ccccc3)cc2S(=O)(=O)C1. (3) Given the product COc1cccc(-c2ccc3c(c2)NC(=O)C3=Cc2[nH]c(C)c(CCC(=O)O)c2C)c1, predict the reactants needed to synthesize it. The reactants are: COc1cccc(-c2ccc3c(c2)NC(=O)C3)c1.Cc1[nH]c(C=O)c(C)c1CCC(=O)O. (4) Given the product COC(=O)c1ccc(O)c(C(F)(F)F)c1, predict the reactants needed to synthesize it. The reactants are: CO.O=C(O)c1ccc(O)c(C(F)(F)F)c1. (5) Given the product CNC(=O)N1CCN(Cc2ccc(-c3ccccc3Cl)cc2)CC1c1ccccc1, predict the reactants needed to synthesize it. The reactants are: CN=C=O.Clc1ccccc1-c1ccc(CN2CCNC(c3ccccc3)C2)cc1. (6) Given the product COc1ccc2c(c1)nc(SCCCC(=O)O)n2Cc1csc2ccccc12, predict the reactants needed to synthesize it. The reactants are: CCOC(=O)CCCSc1nc2cc(OC)ccc2n1Cc1csc2ccccc12. (7) Given the product C=CCNc1nc(NCC=C)c2scc(-c3ccccc3)c2n1, predict the reactants needed to synthesize it. The reactants are: C=CCN.C=CCNc1nc(Cl)nc2c(-c3ccccc3)csc12. (8) Given the product COC(=O)NC(=S)Nc1ccc(S(C)=O)cc1N, predict the reactants needed to synthesize it. The reactants are: COC(=O)NC(=S)Nc1ccc(S(C)=O)cc1[N+](=O)[O-]. (9) Given the product CC1(c2ccc3ccsc3c2)OCCO1, predict the reactants needed to synthesize it. The reactants are: CC(=O)c1ccc2ccsc2c1.OCCO.